From a dataset of Full USPTO retrosynthesis dataset with 1.9M reactions from patents (1976-2016). Predict the reactants needed to synthesize the given product. (1) Given the product [C:1]([O:5][C:6](=[O:32])[C:7]1[CH:8]=[C:9]([O:24][CH2:25][C:26]2[CH:27]=[CH:28][CH:29]=[CH:30][CH:31]=2)[C:10]([CH2:21][CH:22]2[CH2:23][O:41]2)=[C:11]([O:13][CH2:14][C:15]2[CH:16]=[CH:17][CH:18]=[CH:19][CH:20]=2)[CH:12]=1)([CH3:2])([CH3:3])[CH3:4], predict the reactants needed to synthesize it. The reactants are: [C:1]([O:5][C:6](=[O:32])[C:7]1[CH:12]=[C:11]([O:13][CH2:14][C:15]2[CH:20]=[CH:19][CH:18]=[CH:17][CH:16]=2)[C:10]([CH2:21][CH:22]=[CH2:23])=[C:9]([O:24][CH2:25][C:26]2[CH:31]=[CH:30][CH:29]=[CH:28][CH:27]=2)[CH:8]=1)([CH3:4])([CH3:3])[CH3:2].C1C=C(Cl)C=C(C(OO)=[O:41])C=1. (2) Given the product [CH:15]1([C@H:21]([NH:29][C:30]([C:32]2[CH:37]=[CH:36][C:35]([C:38]3[CH:43]=[CH:42][C:41]([CH2:1][CH:2]4[CH2:64][CH2:63][O:62][CH2:61][CH2:60]4)=[CH:40][CH:39]=3)=[CH:34][C:33]=2[NH:46][C:47]([NH:49][C:50]2[C:55]([CH3:56])=[CH:54][C:53]([CH3:57])=[CH:52][C:51]=2[CH3:58])=[O:48])=[O:31])[C:22]([O:24][C:25]([CH3:26])([CH3:28])[CH3:27])=[O:23])[CH2:20][CH2:19][CH2:18][CH2:17][CH2:16]1, predict the reactants needed to synthesize it. The reactants are: [C:1](O[BH-](OC(=O)C)OC(=O)C)(=O)[CH3:2].[Na+].[CH:15]1([C@H:21]([NH:29][C:30]([C:32]2[CH:37]=[CH:36][C:35]([C:38]3[CH:43]=[CH:42][C:41](C=O)=[CH:40][CH:39]=3)=[CH:34][C:33]=2[NH:46][C:47]([NH:49][C:50]2[C:55]([CH3:56])=[CH:54][C:53]([CH3:57])=[CH:52][C:51]=2[CH3:58])=[O:48])=[O:31])[C:22]([O:24][C:25]([CH3:28])([CH3:27])[CH3:26])=[O:23])[CH2:20][CH2:19][CH2:18][CH2:17][CH2:16]1.N1[CH2:64][CH2:63][O:62][CH2:61][CH2:60]1. (3) Given the product [Cl:19][C:20]1[CH:21]=[C:22]([NH:33][C:16](=[O:18])[C:15]#[C:14][C:11]2[CH:10]=[CH:9][C:8]([C:5]3[CH:4]=[CH:3][C:2]([Cl:1])=[CH:7][CH:6]=3)=[CH:13][CH:12]=2)[CH:23]=[CH:24][C:25]=1[CH2:26][N:27]1[CH2:28][CH2:29][CH2:30][CH2:31][CH2:32]1, predict the reactants needed to synthesize it. The reactants are: [Cl:1][C:2]1[CH:7]=[CH:6][C:5]([C:8]2[CH:13]=[CH:12][C:11]([C:14]#[C:15][C:16]([OH:18])=O)=[CH:10][CH:9]=2)=[CH:4][CH:3]=1.[Cl:19][C:20]1[CH:21]=[C:22]([NH2:33])[CH:23]=[CH:24][C:25]=1[CH2:26][N:27]1[CH2:32][CH2:31][CH2:30][CH2:29][CH2:28]1.ClCl. (4) Given the product [CH:19]([C:16]1[CH:17]=[CH:18][C:13]([S:10]([N:9]([CH2:23][C:24]([OH:26])=[O:25])[C:4]2[CH:5]=[CH:6][CH:7]=[CH:8][C:3]=2[O:2][CH3:1])(=[O:12])=[O:11])=[N:14][CH:15]=1)([CH3:21])[CH3:20], predict the reactants needed to synthesize it. The reactants are: [CH3:1][O:2][C:3]1[CH:8]=[CH:7][CH:6]=[CH:5][C:4]=1[NH:9][S:10]([C:13]1[CH:18]=[CH:17][C:16]([CH:19]([CH3:21])[CH3:20])=[CH:15][N:14]=1)(=[O:12])=[O:11].Br[CH2:23][C:24]([O:26]C(C)(C)C)=[O:25]. (5) The reactants are: [Cl:1][C:2]1[N:7]=[C:6](Cl)[CH:5]=[C:4]([CH2:9][CH2:10][CH3:11])[N:3]=1.C(N(C(C)C)CC)(C)C.[CH3:21][NH:22][C@H:23]1[CH2:27][CH2:26][NH:25][CH2:24]1.[C:36](O[C:36]([O:38][C:39]([CH3:42])([CH3:41])[CH3:40])=[O:37])([O:38][C:39]([CH3:42])([CH3:41])[CH3:40])=[O:37]. Given the product [Cl:1][C:2]1[N:7]=[C:6]([N:25]2[CH2:26][CH2:27][C@H:23]([N:22]([CH3:21])[C:36](=[O:37])[O:38][C:39]([CH3:40])([CH3:41])[CH3:42])[CH2:24]2)[CH:5]=[C:4]([CH2:9][CH2:10][CH3:11])[N:3]=1, predict the reactants needed to synthesize it. (6) Given the product [CH2:18]([N:10]([CH2:3][C:4]1[CH:5]=[CH:6][CH:7]=[CH:8][CH:9]=1)[CH2:11][C@@H:12]([F:17])[CH2:13][OH:14])[C:19]1[CH:20]=[CH:21][CH:22]=[CH:23][CH:24]=1, predict the reactants needed to synthesize it. The reactants are: [Li+].[BH4-].[CH2:3]([N:10]([CH2:18][C:19]1[CH:24]=[CH:23][CH:22]=[CH:21][CH:20]=1)[CH2:11][C@@H:12]([F:17])[C:13](OC)=[O:14])[C:4]1[CH:9]=[CH:8][CH:7]=[CH:6][CH:5]=1.